From a dataset of Catalyst prediction with 721,799 reactions and 888 catalyst types from USPTO. Predict which catalyst facilitates the given reaction. Reactant: Br[C:2]1[CH:7]=[CH:6][CH:5]=[CH:4][N:3]=1.C([Li])CCC.[CH2:13]([O:20][C:21]1[C:26]([C:27]([CH3:30])([CH3:29])[CH3:28])=[CH:25][CH:24]=[CH:23][C:22]=1[C:31]1[CH:36]=[CH:35][CH:34]=[C:33]([CH:37]=[O:38])[CH:32]=1)[C:14]1[CH:19]=[CH:18][CH:17]=[CH:16][CH:15]=1.[Cl-].[NH4+]. Product: [CH2:13]([O:20][C:21]1[C:26]([C:27]([CH3:30])([CH3:29])[CH3:28])=[CH:25][CH:24]=[CH:23][C:22]=1[C:31]1[CH:36]=[CH:35][CH:34]=[C:33]([CH:37]([C:2]2[CH:7]=[CH:6][CH:5]=[CH:4][N:3]=2)[OH:38])[CH:32]=1)[C:14]1[CH:15]=[CH:16][CH:17]=[CH:18][CH:19]=1. The catalyst class is: 7.